This data is from Forward reaction prediction with 1.9M reactions from USPTO patents (1976-2016). The task is: Predict the product of the given reaction. Given the reactants [F:1][C:2]1[CH:3]=[C:4]2[N:10]([C:11]3[N:16]=[C:15]([NH2:17])[C:14]([N+:18]([O-])=O)=[C:13]([NH2:21])[N:12]=3)[N:9]=[C:8]([CH2:22][C:23]3[CH:28]=[CH:27][CH:26]=[CH:25][C:24]=3[F:29])[C:5]2=[N:6][CH:7]=1.[H][H], predict the reaction product. The product is: [F:1][C:2]1[CH:3]=[C:4]2[N:10]([C:11]3[N:16]=[C:15]([NH2:17])[C:14]([NH2:18])=[C:13]([NH2:21])[N:12]=3)[N:9]=[C:8]([CH2:22][C:23]3[CH:28]=[CH:27][CH:26]=[CH:25][C:24]=3[F:29])[C:5]2=[N:6][CH:7]=1.